This data is from Full USPTO retrosynthesis dataset with 1.9M reactions from patents (1976-2016). The task is: Predict the reactants needed to synthesize the given product. (1) Given the product [Cl:1][C:2]1[CH:3]=[CH:4][C:5]([C:8]2[C:9]([S:14]([NH:17][C:18]3[C:19]4[CH2:20][CH2:21][C@H:22]([NH:30][CH3:31])[CH2:23][C:24]=4[C:25]([O:28][CH3:29])=[CH:26][CH:27]=3)(=[O:15])=[O:16])=[CH:10][CH:11]=[CH:12][CH:13]=2)=[CH:6][CH:7]=1, predict the reactants needed to synthesize it. The reactants are: [Cl:1][C:2]1[CH:7]=[CH:6][C:5]([C:8]2[CH:13]=[CH:12][CH:11]=[CH:10][C:9]=2[S:14]([NH:17][C:18]2[CH:27]=[CH:26][C:25]([O:28][CH3:29])=[C:24]3[C:19]=2[CH2:20][CH2:21][C@H:22]([NH:30][C:31](=O)OCC)[CH2:23]3)(=[O:16])=[O:15])=[CH:4][CH:3]=1. (2) Given the product [CH2:1]([C:8]1[O:9][C:10]2[CH:31]=[CH:30][CH:29]=[CH:28][C:11]=2[C:12]=1[C:13]1[CH:18]=[CH:17][C:16]([C:19]2[CH:20]=[C:21]([Br:27])[C:22]([O:26][C@@H:33]([CH2:41][CH2:42][CH2:43][CH2:44][CH2:45][CH3:46])[C:34]([OH:36])=[O:35])=[C:23]([Br:25])[CH:24]=2)=[CH:15][CH:14]=1)[C:2]1[CH:3]=[CH:4][CH:5]=[CH:6][CH:7]=1, predict the reactants needed to synthesize it. The reactants are: [CH2:1]([C:8]1[O:9][C:10]2[CH:31]=[CH:30][CH:29]=[CH:28][C:11]=2[C:12]=1[C:13]1[CH:18]=[CH:17][C:16]([C:19]2[CH:24]=[C:23]([Br:25])[C:22]([OH:26])=[C:21]([Br:27])[CH:20]=2)=[CH:15][CH:14]=1)[C:2]1[CH:7]=[CH:6][CH:5]=[CH:4][CH:3]=1.O[C@H:33]([CH2:41][CH2:42][CH2:43][CH2:44][CH2:45][CH3:46])[C:34]([O:36]C(C)(C)C)=[O:35]. (3) The reactants are: [CH3:1][O:2][C:3]1[C:8]([C:9]2[C:22]3[C:17](=[CH:18][C:19]([O:25][CH2:26][CH3:27])=[C:20]([O:23][CH3:24])[CH:21]=3)[C@@H:16]3[C@@H:11]([CH2:12][CH2:13][C@@H:14]([OH:28])[CH2:15]3)[N:10]=2)=[CH:7][CH:6]=[C:5]([O:29][CH3:30])[N:4]=1.[C:31]1([CH3:41])[CH:36]=[CH:35][C:34]([S:37](O)(=[O:39])=[O:38])=[CH:33][CH:32]=1. Given the product [S:37]([O:28][C@@H:14]1[CH2:13][CH2:12][C@@H:11]2[C@@H:16]([C:17]3[C:22]([C:9]([C:8]4[C:3]([O:2][CH3:1])=[N:4][C:5]([O:29][CH3:30])=[CH:6][CH:7]=4)=[N:10]2)=[CH:21][C:20]([O:23][CH3:24])=[C:19]([O:25][CH2:26][CH3:27])[CH:18]=3)[CH2:15]1)([C:34]1[CH:35]=[CH:36][C:31]([CH3:41])=[CH:32][CH:33]=1)(=[O:39])=[O:38], predict the reactants needed to synthesize it. (4) Given the product [CH:17]1([C:22]([OH:35])([CH2:23][CH2:24][C:25]2[CH:26]=[C:27]([CH2:33][CH3:34])[N:28]=[C:29]([CH2:31][CH3:32])[CH:30]=2)[CH2:16][C:14]([OH:13])=[O:15])[CH2:21][CH2:20][CH2:19][CH2:18]1, predict the reactants needed to synthesize it. The reactants are: [Li+].C[Si]([N-][Si](C)(C)C)(C)C.CC[O:13][C:14]([CH3:16])=[O:15].[CH:17]1([C:22](=[O:35])[CH2:23][CH2:24][C:25]2[CH:30]=[C:29]([CH2:31][CH3:32])[N:28]=[C:27]([CH2:33][CH3:34])[CH:26]=2)[CH2:21][CH2:20][CH2:19][CH2:18]1. (5) Given the product [O:36]=[C:8]1[C:9]2[C:14](=[CH:13][C:12]([C:16]3[CH:17]=[CH:18][C:19]([NH:22][C:23]([NH:25][C:26]4[CH:31]=[CH:30][CH:29]=[C:28]([C:32]([F:34])([F:33])[F:35])[CH:27]=4)=[O:24])=[CH:20][CH:21]=3)=[CH:11][CH:10]=2)[CH2:15][N:7]1[CH2:3][C:4]([OH:6])=[O:5], predict the reactants needed to synthesize it. The reactants are: CC(C)[C@@H:3]([N:7]1[CH2:15][C:14]2[C:9](=[CH:10][CH:11]=[C:12]([C:16]3[CH:21]=[CH:20][C:19]([NH:22][C:23]([NH:25][C:26]4[CH:31]=[CH:30][CH:29]=[C:28]([C:32]([F:35])([F:34])[F:33])[CH:27]=4)=[O:24])=[CH:18][CH:17]=3)[CH:13]=2)[C:8]1=[O:36])[C:4]([OH:6])=[O:5].O=C1C2C(=CC(C3C=CC(NC(NC4C=CC=C(C(F)(F)F)C=4)=O)=CC=3)=CC=2)CN1CC(OC)=O.